Predict the reactants needed to synthesize the given product. From a dataset of Full USPTO retrosynthesis dataset with 1.9M reactions from patents (1976-2016). (1) Given the product [CH:6]1([CH2:5][CH:4]([C:11]2[CH:16]=[CH:15][C:14]([C:17]3[C:26]4[C:21](=[CH:22][CH:23]=[CH:24][CH:25]=4)[CH:20]=[CH:19][CH:18]=3)=[CH:13][CH:12]=2)[C:3]([NH:32][C:30]([NH:29][CH3:28])=[O:31])=[O:27])[CH2:7][CH2:8][CH2:9][CH2:10]1, predict the reactants needed to synthesize it. The reactants are: CO[C:3](=[O:27])[CH:4]([C:11]1[CH:16]=[CH:15][C:14]([C:17]2[C:26]3[C:21](=[CH:22][CH:23]=[CH:24][CH:25]=3)[CH:20]=[CH:19][CH:18]=2)=[CH:13][CH:12]=1)[CH2:5][CH:6]1[CH2:10][CH2:9][CH2:8][CH2:7]1.[CH3:28][NH:29][C:30]([NH2:32])=[O:31].C[O-].[Mg+2].C[O-].CO. (2) The reactants are: [CH3:1][C:2]1[C:3](=[O:14])[O:4][CH2:5][C@H:6]([C:8]2[CH:13]=[CH:12][CH:11]=[CH:10][CH:9]=2)[N:7]=1.I[CH2:16][CH:17]1[CH2:21][CH2:20][CH2:19][CH2:18]1. Given the product [CH:17]1([CH2:16][C@@:2]2([CH3:1])[C:3](=[O:14])[O:4][CH2:5][C@H:6]([C:8]3[CH:13]=[CH:12][CH:11]=[CH:10][CH:9]=3)[NH:7]2)[CH2:21][CH2:20][CH2:19][CH2:18]1, predict the reactants needed to synthesize it. (3) Given the product [Cl:25][C:26]1[CH:31]=[CH:30][N:29]=[C:28]([C@H:32]([OH:33])[CH2:3][CH:2]=[CH2:1])[C:27]=1[F:34], predict the reactants needed to synthesize it. The reactants are: [CH2:1](B([C@H]1C[C@H]2C[C@H](C2(C)C)[C@@H]1C)[C@H]1C[C@H]2C[C@H](C2(C)C)[C@@H]1C)[CH:2]=[CH2:3].[Cl:25][C:26]1[CH:31]=[CH:30][N:29]=[C:28]([CH:32]=[O:33])[C:27]=1[F:34].[OH-].[Li+].OO.[OH-].[Na+]. (4) Given the product [CH3:26][C@H:13]1[N:12]([C:5]2[C:6]3[C:11](=[CH:10][CH:9]=[CH:8][CH:7]=3)[C:2]([C:30]3[CH:31]=[CH:32][C:27]([CH3:36])=[CH:28][CH:29]=3)=[N:3][N:4]=2)[CH2:17][CH2:16][N:15]([C:18]([C:20]2[CH:25]=[CH:24][CH:23]=[CH:22][CH:21]=2)=[O:19])[CH2:14]1, predict the reactants needed to synthesize it. The reactants are: Cl[C:2]1[C:11]2[C:6](=[CH:7][CH:8]=[CH:9][CH:10]=2)[C:5]([N:12]2[CH2:17][CH2:16][N:15]([C:18]([C:20]3[CH:25]=[CH:24][CH:23]=[CH:22][CH:21]=3)=[O:19])[CH2:14][C@H:13]2[CH3:26])=[N:4][N:3]=1.[C:27]1([CH3:36])[CH:32]=[CH:31][C:30](B(O)O)=[CH:29][CH:28]=1.C1(C)C=CC=CC=1.C([O-])([O-])=O.[Na+].[Na+].